Regression. Given two drug SMILES strings and cell line genomic features, predict the synergy score measuring deviation from expected non-interaction effect. From a dataset of NCI-60 drug combinations with 297,098 pairs across 59 cell lines. Drug 1: CC1=C(C=C(C=C1)NC2=NC=CC(=N2)N(C)C3=CC4=NN(C(=C4C=C3)C)C)S(=O)(=O)N.Cl. Drug 2: C1CC(=O)NC(=O)C1N2C(=O)C3=CC=CC=C3C2=O. Cell line: NCI/ADR-RES. Synergy scores: CSS=3.84, Synergy_ZIP=4.38, Synergy_Bliss=7.86, Synergy_Loewe=6.56, Synergy_HSA=5.46.